Dataset: Reaction yield outcomes from USPTO patents with 853,638 reactions. Task: Predict the reaction yield, written as a fraction of the theoretical maximum amount of product (1.0 means a 100% yield; for example, 0.34 means a 34% yield). The reactants are [OH:1][C@@:2]([C@@H:23]1[CH2:28][CH2:27][CH2:26][N:25](C(OC(C)(C)C)=O)[CH2:24]1)([C:9]1[C:22]2[O:21][C:15]3([CH2:20][CH2:19][CH2:18][CH2:17][CH2:16]3)[O:14][C:13]=2[CH:12]=[CH:11][CH:10]=1)[CH2:3][CH2:4][CH2:5][CH2:6][O:7][CH3:8].C([O-])(O)=O.[Na+]. The catalyst is Cl.CO. The product is [CH3:8][O:7][CH2:6][CH2:5][CH2:4][CH2:3][C@:2]([C@@H:23]1[CH2:28][CH2:27][CH2:26][NH:25][CH2:24]1)([C:9]1[C:22]2[O:21][C:15]3([CH2:20][CH2:19][CH2:18][CH2:17][CH2:16]3)[O:14][C:13]=2[CH:12]=[CH:11][CH:10]=1)[OH:1]. The yield is 0.380.